This data is from Catalyst prediction with 721,799 reactions and 888 catalyst types from USPTO. The task is: Predict which catalyst facilitates the given reaction. (1) Reactant: [CH2:1]([C@H:8]1[N:13]([C:14]([C:16]2[N:17]=[CH:18][N:19]([C@@H:27]3[CH2:31][CH2:30][CH2:29][C@H:28]3[OH:32])[C:20]=2[C:21]2[CH:26]=[CH:25][CH:24]=[CH:23][CH:22]=2)=[O:15])[CH2:12][CH2:11][N:10](C(OC(C)(C)C)=O)[CH2:9]1)[C:2]1[CH:7]=[CH:6][CH:5]=[CH:4][CH:3]=1.C(=O)([O-])O.[Na+]. Product: [CH2:1]([C@@H:8]1[CH2:9][NH:10][CH2:11][CH2:12][N:13]1[C:14]([C:16]1[N:17]=[CH:18][N:19]([C@@H:27]2[CH2:31][CH2:30][CH2:29][C@H:28]2[OH:32])[C:20]=1[C:21]1[CH:26]=[CH:25][CH:24]=[CH:23][CH:22]=1)=[O:15])[C:2]1[CH:7]=[CH:6][CH:5]=[CH:4][CH:3]=1.[CH2:1]([C@@H:8]1[CH2:9][NH:10][CH2:11][CH2:12][N:13]1[C:14]([C:16]1[N:17]=[CH:18][N:19]([C@H:27]2[CH2:31][CH2:30][CH2:29][C@@H:28]2[OH:32])[C:20]=1[C:21]1[CH:26]=[CH:25][CH:24]=[CH:23][CH:22]=1)=[O:15])[C:2]1[CH:7]=[CH:6][CH:5]=[CH:4][CH:3]=1. The catalyst class is: 67. (2) Reactant: [CH3:1][C:2]1([CH3:10])[CH2:9][C:7](=O)[CH2:6][C:4](=[O:5])[CH2:3]1.[H][H]. Product: [CH3:1][C:2]1([CH3:10])[CH2:9][CH2:7][CH2:6][C:4](=[O:5])[CH2:3]1. The catalyst class is: 196.